Dataset: Forward reaction prediction with 1.9M reactions from USPTO patents (1976-2016). Task: Predict the product of the given reaction. The product is: [OH:6][CH:7]([C:13]([F:33])([F:34])[C:14]([F:31])([F:32])[C:15]([F:29])([F:30])[C:16]([F:27])([F:28])[C:17]([F:25])([F:26])[C:18]([F:23])([F:24])[C:19]([F:20])([F:21])[F:22])[CH2:8][C:9]([O:11][CH3:12])=[O:10]. Given the reactants O1CCCC1.[O:6]=[C:7]([C:13]([F:34])([F:33])[C:14]([F:32])([F:31])[C:15]([F:30])([F:29])[C:16]([F:28])([F:27])[C:17]([F:26])([F:25])[C:18]([F:24])([F:23])[C:19]([F:22])([F:21])[F:20])[CH2:8][C:9]([O:11][CH3:12])=[O:10], predict the reaction product.